This data is from Forward reaction prediction with 1.9M reactions from USPTO patents (1976-2016). The task is: Predict the product of the given reaction. The product is: [CH3:22][N:23]([CH3:27])[C:24](=[S:25])[S:26][CH2:11][CH2:12][CH2:13][CH2:14][C:15]([CH3:19])=[C:16]([F:17])[F:18]. Given the reactants CN(C)C=O.CS(O[CH2:11][CH2:12][CH2:13][CH2:14][C:15]([CH3:19])=[C:16]([F:18])[F:17])(=O)=O.O.O.[CH3:22][N:23]([CH3:27])[C:24](=[S:26])[S-:25].[Na+], predict the reaction product.